The task is: Predict the reactants needed to synthesize the given product.. This data is from Full USPTO retrosynthesis dataset with 1.9M reactions from patents (1976-2016). (1) Given the product [CH2:1]([C:5]1[C:9]([CH2:10][O:11][C:12]2[N:13]=[CH:14][C:15]([C:16]([N:23]3[CH2:28][CH2:27][S:26](=[O:30])(=[O:29])[CH2:25][CH2:24]3)=[O:18])=[CH:19][CH:20]=2)=[C:8]([CH2:21][OH:22])[O:7][N:6]=1)[CH2:2][CH2:3][CH3:4], predict the reactants needed to synthesize it. The reactants are: [CH2:1]([C:5]1[C:9]([CH2:10][O:11][C:12]2[CH:20]=[CH:19][C:15]([C:16]([OH:18])=O)=[CH:14][N:13]=2)=[C:8]([CH2:21][OH:22])[O:7][N:6]=1)[CH2:2][CH2:3][CH3:4].[NH:23]1[CH2:28][CH2:27][S:26](=[O:30])(=[O:29])[CH2:25][CH2:24]1. (2) Given the product [CH2:11]([C:3]1[N:4]=[C:5]2[CH:10]=[CH:9][CH:8]=[CH:7][N:6]2[C:2]=1[C:18]1[CH:23]=[CH:22][N:21]=[CH:20][CH:19]=1)[CH3:12], predict the reactants needed to synthesize it. The reactants are: Br[C:2]1[N:6]2[CH:7]=[CH:8][CH:9]=[CH:10][C:5]2=[N:4][C:3]=1[CH2:11][CH3:12].C([Sn](CCCC)(CCCC)[C:18]1[CH:23]=[CH:22][N:21]=[CH:20][CH:19]=1)CCC.[Cl-].[Li+]. (3) Given the product [N:19]1([C:8]2[CH:7]=[CH:6][C:5]([B:10]3[O:18][C:15]([CH3:17])([CH3:16])[C:12]([CH3:14])([CH3:13])[O:11]3)=[CH:4][C:3]=2[C:1]#[N:2])[CH2:23][CH2:22][CH2:21][CH2:20]1, predict the reactants needed to synthesize it. The reactants are: [C:1]([C:3]1[CH:4]=[C:5]([B:10]2[O:18][C:15]([CH3:17])([CH3:16])[C:12]([CH3:14])([CH3:13])[O:11]2)[CH:6]=[CH:7][C:8]=1F)#[N:2].[NH:19]1[CH2:23][CH2:22][CH2:21][CH2:20]1. (4) Given the product [CH2:10]([CH:2]([C:1]#[N:5])[C:3]#[N:4])[CH2:9][CH:8]=[CH2:7], predict the reactants needed to synthesize it. The reactants are: [C:1](#[N:5])[CH2:2][C:3]#[N:4].Br[CH2:7][CH2:8][CH:9]=[CH2:10].CC(C)([O-])C.[K+].